From a dataset of Reaction yield outcomes from USPTO patents with 853,638 reactions. Predict the reaction yield, written as a fraction of the theoretical maximum amount of product (1.0 means a 100% yield; for example, 0.34 means a 34% yield). The reactants are Cl[C:2]1[O:3][C:4]([CH2:14][CH2:15][C:16]([OH:18])=[O:17])=[C:5]([C:7]2[CH:12]=[CH:11][C:10]([Cl:13])=[CH:9][CH:8]=2)[N:6]=1.Cl.[SH:20][C:21]1[N:26]=[C:25]([CH3:27])[CH:24]=[CH:23][N:22]=1.C(=O)([O-])[O-].[K+].[K+].Cl. The catalyst is O.CN(C)C=O. The product is [Cl:13][C:10]1[CH:11]=[CH:12][C:7]([C:5]2[N:6]=[C:2]([S:20][C:21]3[N:26]=[C:25]([CH3:27])[CH:24]=[CH:23][N:22]=3)[O:3][C:4]=2[CH2:14][CH2:15][C:16]([OH:18])=[O:17])=[CH:8][CH:9]=1. The yield is 0.880.